From a dataset of NCI-60 drug combinations with 297,098 pairs across 59 cell lines. Regression. Given two drug SMILES strings and cell line genomic features, predict the synergy score measuring deviation from expected non-interaction effect. (1) Drug 1: C1=CC(=CC=C1CCC2=CNC3=C2C(=O)NC(=N3)N)C(=O)NC(CCC(=O)O)C(=O)O. Drug 2: CC1OCC2C(O1)C(C(C(O2)OC3C4COC(=O)C4C(C5=CC6=C(C=C35)OCO6)C7=CC(=C(C(=C7)OC)O)OC)O)O. Cell line: T-47D. Synergy scores: CSS=42.7, Synergy_ZIP=3.73, Synergy_Bliss=4.78, Synergy_Loewe=6.49, Synergy_HSA=7.25. (2) Drug 1: CCN(CC)CCNC(=O)C1=C(NC(=C1C)C=C2C3=C(C=CC(=C3)F)NC2=O)C. Drug 2: C1C(C(OC1N2C=NC3=C2NC=NCC3O)CO)O. Cell line: NCI-H522. Synergy scores: CSS=-0.599, Synergy_ZIP=-0.455, Synergy_Bliss=-3.45, Synergy_Loewe=-2.33, Synergy_HSA=-4.83. (3) Synergy scores: CSS=5.72, Synergy_ZIP=-2.88, Synergy_Bliss=-1.26, Synergy_Loewe=-2.19, Synergy_HSA=-0.654. Cell line: A498. Drug 2: C#CCC(CC1=CN=C2C(=N1)C(=NC(=N2)N)N)C3=CC=C(C=C3)C(=O)NC(CCC(=O)O)C(=O)O. Drug 1: CNC(=O)C1=CC=CC=C1SC2=CC3=C(C=C2)C(=NN3)C=CC4=CC=CC=N4. (4) Drug 1: COC1=C(C=C2C(=C1)N=CN=C2NC3=CC(=C(C=C3)F)Cl)OCCCN4CCOCC4. Drug 2: COC1=C2C(=CC3=C1OC=C3)C=CC(=O)O2. Cell line: NCI-H226. Synergy scores: CSS=19.3, Synergy_ZIP=1.49, Synergy_Bliss=2.19, Synergy_Loewe=-5.36, Synergy_HSA=-0.412. (5) Drug 1: CC12CCC3C(C1CCC2=O)CC(=C)C4=CC(=O)C=CC34C. Drug 2: C1=C(C(=O)NC(=O)N1)N(CCCl)CCCl. Cell line: NCI/ADR-RES. Synergy scores: CSS=31.3, Synergy_ZIP=-5.01, Synergy_Bliss=2.21, Synergy_Loewe=-10.3, Synergy_HSA=3.43.